Dataset: Catalyst prediction with 721,799 reactions and 888 catalyst types from USPTO. Task: Predict which catalyst facilitates the given reaction. (1) Reactant: [CH3:1][O:2][C:3]1[CH:16]=[CH:15][C:6]([C:7]([O:9][CH2:10][C@H:11]([OH:14])[CH2:12][OH:13])=[O:8])=[CH:5][CH:4]=1.O([Si:25]([C:28]([CH3:31])([CH3:30])[CH3:29])([CH3:27])[CH3:26])S(C(F)(F)F)(=O)=O. Product: [CH3:1][O:2][C:3]1[CH:4]=[CH:5][C:6]([C:7]([O:9][CH2:10][C@H:11]([O:14][Si:25]([C:28]([CH3:31])([CH3:30])[CH3:29])([CH3:27])[CH3:26])[CH2:12][O:13][Si:25]([C:28]([CH3:31])([CH3:30])[CH3:29])([CH3:27])[CH3:26])=[O:8])=[CH:15][CH:16]=1. The catalyst class is: 2. (2) Reactant: [CH3:1][O:2][C:3]1[CH:4]=[C:5]([S:11]([NH:14][C:15]2[S:16][CH:17]=[C:18]([C:20]3[CH:25]=[CH:24][CH:23]=[C:22]([N+:26]([O-:28])=[O:27])[CH:21]=3)[N:19]=2)(=[O:13])=[O:12])[CH:6]=[CH:7][C:8]=1[O:9][CH3:10].[CH2:29]=O.[CH3:31][NH:32][CH3:33].O. Product: [CH3:1][O:2][C:3]1[CH:4]=[C:5]([S:11]([NH:14][C:15]2[S:16][C:17]([CH2:31][N:32]([CH3:29])[CH3:33])=[C:18]([C:20]3[CH:25]=[CH:24][CH:23]=[C:22]([N+:26]([O-:28])=[O:27])[CH:21]=3)[N:19]=2)(=[O:13])=[O:12])[CH:6]=[CH:7][C:8]=1[O:9][CH3:10]. The catalyst class is: 8. (3) The catalyst class is: 21. Product: [CH3:31][O:30][S:27]([O-:32])(=[O:29])=[O:28].[CH3:25][N:23]([CH3:24])[C:20]1[CH:19]=[CH:18][C:17](/[CH:16]=[C:13]2\[C:12]([CH3:26])=[N:11][N:10]([C:2]3[S:1][C:5]4[CH:6]=[CH:7][CH:8]=[CH:9][C:4]=4[N+:3]=3[CH3:31])[C:14]\2=[O:15])=[CH:22][CH:21]=1. Reactant: [S:1]1[C:5]2[CH:6]=[CH:7][CH:8]=[CH:9][C:4]=2[N:3]=[C:2]1[N:10]1[C:14](=[O:15])/[C:13](=[CH:16]/[C:17]2[CH:22]=[CH:21][C:20]([N:23]([CH3:25])[CH3:24])=[CH:19][CH:18]=2)/[C:12]([CH3:26])=[N:11]1.[S:27]([O:32]C)([O:30][CH3:31])(=[O:29])=[O:28].